Task: Predict the reaction yield, written as a fraction of the theoretical maximum amount of product (1.0 means a 100% yield; for example, 0.34 means a 34% yield).. Dataset: Reaction yield outcomes from USPTO patents with 853,638 reactions (1) The catalyst is O1CCOCC1.C(Cl)Cl. The product is [CH3:102][O:101][C:98](=[O:100])[NH:68][CH:73]([C:72]([N:42]1[CH2:43][CH2:44][CH2:45][CH:41]1[C:38]1[NH:37][C:36]([C:34]2[CH:33]=[CH:32][C:31]3[C:27]4[CH:26]=[CH:25][C:24]([C:21]5[CH:22]=[CH:23][C:17]6[N:16]=[C:15]([CH:14]7[CH:13]8[CH2:54][CH:10]([CH2:11][CH2:12]8)[N:9]7[C:61](=[O:62])[CH:60]([NH:59][C:57]([O:56][CH3:55])=[O:58])[CH:64]([CH3:66])[CH3:65])[NH:19][C:18]=6[CH:20]=5)=[CH:53][C:28]=4[S:29][C:30]=3[CH:35]=2)=[CH:40][N:39]=1)=[O:71])[CH:84]([CH3:85])[CH3:83]. The yield is 0.590. The reactants are Cl.C(OC([N:9]1[CH:14]([C:15]2[NH:19][C:18]3[CH:20]=[C:21]([C:24]4[CH:25]=[CH:26][C:27]5[C:31]6[CH:32]=[CH:33][C:34]([C:36]7[NH:37][C:38]([CH:41]8[CH2:45][CH2:44][CH2:43][N:42]8C(OC(C)(C)C)=O)=[N:39][CH:40]=7)=[CH:35][C:30]=6[S:29][C:28]=5[CH:53]=4)[CH:22]=[CH:23][C:17]=3[N:16]=2)[CH:13]2[CH2:54][CH:10]1[CH2:11][CH2:12]2)=O)(C)(C)C.[CH3:55][O:56][C:57]([NH:59][CH:60]([CH:64]([CH3:66])[CH3:65])[C:61](O)=[O:62])=[O:58].C[N:68]1[CH2:73][CH2:72][O:71]CC1.CN(C(ON1N=N[C:84]2[CH:85]=CC=N[C:83]1=2)=[N+](C)C)C.F[P-](F)(F)(F)(F)F.[C:98]([O:101][CH2:102]C)(=[O:100])C. (2) The catalyst is CN(C=O)C. The reactants are Cl.[O:2]1[CH2:7][CH2:6][NH:5][C:4]2[CH:8]=[CH:9][C:10]([OH:12])=[CH:11][C:3]1=2.C(=O)([O-])[O-].[Cs+].[Cs+].[CH2:19]([O:26][C:27]1[CH:28]=[C:29]2[C:34](=[CH:35][C:36]=1[O:37][CH3:38])[N:33]=[CH:32][CH:31]=[C:30]2Cl)[C:20]1[CH:25]=[CH:24][CH:23]=[CH:22][CH:21]=1. The yield is 0.836. The product is [CH2:19]([O:26][C:27]1[CH:28]=[C:29]2[C:34](=[CH:35][C:36]=1[O:37][CH3:38])[N:33]=[CH:32][CH:31]=[C:30]2[O:12][C:10]1[CH:9]=[CH:8][C:4]2[NH:5][CH2:6][CH2:7][O:2][C:3]=2[CH:11]=1)[C:20]1[CH:25]=[CH:24][CH:23]=[CH:22][CH:21]=1.